Task: Predict the reaction yield, written as a fraction of the theoretical maximum amount of product (1.0 means a 100% yield; for example, 0.34 means a 34% yield).. Dataset: Reaction yield outcomes from USPTO patents with 853,638 reactions The reactants are Cl[C:2]1[N:3]=[C:4]([O:11][C:12]2[CH:17]=[CH:16][CH:15]=[C:14]([N+:18]([O-:20])=[O:19])[CH:13]=2)[C:5]2[S:10][CH:9]=[CH:8][C:6]=2[N:7]=1.[CH3:21][N:22]1[CH2:27][CH2:26][N:25]([C:28]2[CH:33]=[CH:32][C:31]([NH2:34])=[CH:30][CH:29]=2)[CH2:24][CH2:23]1.FC(F)(F)C(O)=O. The catalyst is CC(O)CC.ClCCl. The product is [CH3:21][N:22]1[CH2:23][CH2:24][N:25]([C:28]2[CH:33]=[CH:32][C:31]([NH:34][C:2]3[N:3]=[C:4]([O:11][C:12]4[CH:17]=[CH:16][CH:15]=[C:14]([N+:18]([O-:20])=[O:19])[CH:13]=4)[C:5]4[S:10][CH:9]=[CH:8][C:6]=4[N:7]=3)=[CH:30][CH:29]=2)[CH2:26][CH2:27]1. The yield is 0.420.